Dataset: Full USPTO retrosynthesis dataset with 1.9M reactions from patents (1976-2016). Task: Predict the reactants needed to synthesize the given product. Given the product [CH3:5][CH:4]([S:6]([C:9]1[CH:10]=[C:11]2[C:16](=[CH:17][C:18]=1[O:19][CH3:20])[N:15]=[C:14]([C:21]1[CH:26]=[CH:25][CH:24]=[C:23]([C:27]([F:30])([F:29])[F:28])[CH:22]=1)[C:13]([CH2:31][N:32]1[CH2:37][CH2:36][CH:35]([N:38]3[CH2:43][CH2:42][O:41][CH2:40][CH2:39]3)[CH2:34][CH2:33]1)=[C:12]2[C:44]([OH:46])=[O:45])(=[O:8])=[O:7])[CH3:3], predict the reactants needed to synthesize it. The reactants are: [OH-].[K+].[CH3:3][CH:4]([S:6]([C:9]1[CH:10]=[C:11]2[C:16](=[CH:17][C:18]=1[O:19][CH3:20])[N:15]=[C:14]([C:21]1[CH:26]=[CH:25][CH:24]=[C:23]([C:27]([F:30])([F:29])[F:28])[CH:22]=1)[C:13]([CH2:31][N:32]1[CH2:37][CH2:36][CH:35]([N:38]3[CH2:43][CH2:42][O:41][CH2:40][CH2:39]3)[CH2:34][CH2:33]1)=[C:12]2[C:44]([O:46]C)=[O:45])(=[O:8])=[O:7])[CH3:5].